Dataset: Forward reaction prediction with 1.9M reactions from USPTO patents (1976-2016). Task: Predict the product of the given reaction. (1) Given the reactants [C:1]([N:9]=[C:10]=[S:11])(=[O:8])[C:2]1[CH:7]=[CH:6][CH:5]=[CH:4][CH:3]=1.[NH:12]1[C:21]2[C:16](=[CH:17][CH:18]=[CH:19][CH:20]=2)[CH2:15][CH2:14][CH2:13]1, predict the reaction product. The product is: [NH2:9][C:10]([NH2:12])=[S:11].[C:1]([N:12]1[C:21]2[C:16](=[CH:17][CH:18]=[CH:19][CH:20]=2)[CH2:15][CH2:14][CH2:13]1)(=[O:8])[C:2]1[CH:7]=[CH:6][CH:5]=[CH:4][CH:3]=1. (2) The product is: [C:32]([O:31][C:29]([N:26]1[CH2:27][CH2:28][C:24]([N:36]2[CH2:37][CH2:38][CH:39]([NH:1][C:2]3[CH:7]=[CH:6][CH:5]=[CH:4][C:3]=3[CH:8]([C:9]([O:11][C:12]([CH3:15])([CH3:13])[CH3:14])=[O:10])[C:16]([O:18][C:19]([CH3:22])([CH3:21])[CH3:20])=[O:17])[CH2:40][CH2:41]2)([CH3:23])[CH2:25]1)=[O:30])([CH3:33])([CH3:34])[CH3:35]. Given the reactants [NH2:1][C:2]1[CH:7]=[CH:6][CH:5]=[CH:4][C:3]=1[CH:8]([C:16]([O:18][C:19]([CH3:22])([CH3:21])[CH3:20])=[O:17])[C:9]([O:11][C:12]([CH3:15])([CH3:14])[CH3:13])=[O:10].[CH3:23][C:24]1([N:36]2[CH2:41][CH2:40][C:39](=O)[CH2:38][CH2:37]2)[CH2:28][CH2:27][N:26]([C:29]([O:31][C:32]([CH3:35])([CH3:34])[CH3:33])=[O:30])[CH2:25]1, predict the reaction product. (3) Given the reactants [NH2:1][C:2]1[CH:29]=[CH:28][C:5]2[O:6][CH2:7][C@H:8]([NH:13][C:14]([C:16]3[CH:20]=[C:19]([CH2:21][C:22]4[CH:27]=[CH:26][CH:25]=[CH:24][CH:23]=4)[O:18][N:17]=3)=[O:15])[C:9](=[O:12])[N:10]([CH3:11])[C:4]=2[CH:3]=1.CCN(C(C)C)C(C)C.[C:39](Cl)([CH3:41])=[O:40], predict the reaction product. The product is: [C:39]([NH:1][C:2]1[CH:29]=[CH:28][C:5]2[O:6][CH2:7][C@H:8]([NH:13][C:14]([C:16]3[CH:20]=[C:19]([CH2:21][C:22]4[CH:23]=[CH:24][CH:25]=[CH:26][CH:27]=4)[O:18][N:17]=3)=[O:15])[C:9](=[O:12])[N:10]([CH3:11])[C:4]=2[CH:3]=1)(=[O:40])[CH3:41]. (4) Given the reactants [CH2:1]([O:3][C:4]1[N:13]=[CH:12][C:11]([CH3:14])=[C:10]2[C:5]=1[CH:6]([C:19]1[CH:20]=[CH:21][CH:22]=[C:23]3[C:28]=1[O:27][C:26]([CH3:29])=[CH:25][C:24]3=[O:30])[C:7]([C:16](O)=[O:17])=[C:8]([CH3:15])[NH:9]2)[CH3:2].C(OCC)(=O)C.C(N1C=CN=C1)([N:39]1C=CN=C1)=O.N, predict the reaction product. The product is: [CH2:1]([O:3][C:4]1[N:13]=[CH:12][C:11]([CH3:14])=[C:10]2[C:5]=1[CH:6]([C:19]1[CH:20]=[CH:21][CH:22]=[C:23]3[C:28]=1[O:27][C:26]([CH3:29])=[CH:25][C:24]3=[O:30])[C:7]([C:16]([NH2:39])=[O:17])=[C:8]([CH3:15])[NH:9]2)[CH3:2]. (5) Given the reactants CS(O[C@H:6]1[CH2:11][CH2:10][CH2:9][N:8]([C:12]([O:14][C:15]([CH3:18])([CH3:17])[CH3:16])=[O:13])[CH2:7]1)(=O)=O.[CH3:19][NH:20][CH3:21], predict the reaction product. The product is: [CH3:19][N:20]([CH3:21])[C@@H:6]1[CH2:11][CH2:10][CH2:9][N:8]([C:12]([O:14][C:15]([CH3:18])([CH3:17])[CH3:16])=[O:13])[CH2:7]1. (6) Given the reactants C1(C2C=CC([CH:8]=[O:9])=CC=2)CC1.Br[C:13]1[CH:14]=[C:15]2[C:19](=[CH:20][CH:21]=1)[C:18]([CH3:23])([CH3:22])[CH2:17][CH2:16]2.[Li]CCCC.CN(C=O)C, predict the reaction product. The product is: [CH3:22][C:18]1([CH3:23])[C:19]2[C:15](=[CH:14][C:13]([CH:8]=[O:9])=[CH:21][CH:20]=2)[CH2:16][CH2:17]1.